Task: Predict the product of the given reaction.. Dataset: Forward reaction prediction with 1.9M reactions from USPTO patents (1976-2016) (1) Given the reactants [Br:1][C:2]1[CH:9]=[CH:8][CH:7]=[C:6](F)[C:3]=1[C:4]#[N:5].[C:11]12([CH:21]3[CH2:25][CH2:24][CH2:23][NH:22]3)[CH2:20][CH:15]3[CH2:16][CH:17]([CH2:19][CH:13]([CH2:14]3)[CH2:12]1)[CH2:18]2.C(=O)([O-])[O-].[K+].[K+].CS(C)=O, predict the reaction product. The product is: [C:11]12([CH:21]3[CH2:25][CH2:24][CH2:23][N:22]3[C:6]3[CH:7]=[CH:8][CH:9]=[C:2]([Br:1])[C:3]=3[C:4]#[N:5])[CH2:20][CH:15]3[CH2:14][CH:13]([CH2:19][CH:17]([CH2:16]3)[CH2:18]1)[CH2:12]2. (2) The product is: [O:7]1[C:4]2([CH2:5][CH2:6][O:1][CH2:2][CH2:3]2)[CH:9]1[C:10]#[N:11]. Given the reactants [O:1]1[CH2:6][CH2:5][C:4](=[O:7])[CH2:3][CH2:2]1.Cl[CH2:9][C:10]#[N:11].CC(C)([O-])C.[K+], predict the reaction product. (3) Given the reactants [C:1]([CH2:3][NH:4][C:5]([C@@H:7]1[CH2:12][CH2:11][CH2:10][CH2:9][C@@H:8]1[NH:13][C:14]([C:16]1[N:17]([CH2:26][CH2:27][CH2:28]O)[C:18]2[C:23]([CH:24]=1)=[CH:22][CH:21]=[C:20]([Cl:25])[CH:19]=2)=[O:15])=[O:6])#[N:2].C1(P(C2C=CC=CC=2)C2C=CC=CC=2)C=CC=CC=1.BrN1C(=O)CCC1=O.[CH3:57][S:58]([O-:60])=[O:59].[Na+].[I-].[Na+], predict the reaction product. The product is: [C:1]([CH2:3][NH:4][C:5]([C@@H:7]1[CH2:12][CH2:11][CH2:10][CH2:9][C@@H:8]1[NH:13][C:14]([C:16]1[N:17]([CH2:26][CH2:27][CH2:28][S:58]([CH3:57])(=[O:60])=[O:59])[C:18]2[C:23]([CH:24]=1)=[CH:22][CH:21]=[C:20]([Cl:25])[CH:19]=2)=[O:15])=[O:6])#[N:2]. (4) Given the reactants C1C=CC(P(C2C(C3C(P(C4C=CC=CC=4)C4C=CC=CC=4)=CC=C4C=3C=CC=C4)=C3C(C=CC=C3)=CC=2)C2C=CC=CC=2)=CC=1.Br[C:48]1[CH:53]=[CH:52][CH:51]=[C:50]([N+:54]([O-:56])=[O:55])[CH:49]=1.Cl.Cl.[CH:59]([N:62]1[CH2:67][C@@H:66]2[CH2:68][C@H:63]1[CH2:64][NH:65]2)([CH3:61])[CH3:60].CC(C)([O-])C.[Na+], predict the reaction product. The product is: [CH:59]([N:62]1[CH2:67][C@@H:66]2[CH2:68][C@H:63]1[CH2:64][N:65]2[C:48]1[CH:53]=[CH:52][CH:51]=[C:50]([N+:54]([O-:56])=[O:55])[CH:49]=1)([CH3:61])[CH3:60]. (5) Given the reactants [C:1]([N:9]1[C:17]([CH2:20][CH3:21])([CH2:18][CH3:19])[C:16]2[C:11](=[CH:12][C:13]([C:25](O)=[O:26])=[C:14]([C:22](O)=[O:23])[CH:15]=2)[C:10]1([CH2:30][CH3:31])[CH2:28][CH3:29])(=O)[C:2]1[CH:7]=[CH:6][CH:5]=[CH:4][CH:3]=1.[H-].[Al+3].[Li+].[H-].[H-].[H-].Cl, predict the reaction product. The product is: [CH2:1]([N:9]1[C:17]([CH2:20][CH3:21])([CH2:18][CH3:19])[C:16]2[C:11](=[CH:12][C:13]([CH2:25][OH:26])=[C:14]([CH2:22][OH:23])[CH:15]=2)[C:10]1([CH2:30][CH3:31])[CH2:28][CH3:29])[C:2]1[CH:3]=[CH:4][CH:5]=[CH:6][CH:7]=1. (6) Given the reactants [O:1]1[CH2:6][CH2:5][N:4]([CH2:7][C:8]2[CH:14]=[CH:13][C:11]([NH2:12])=[CH:10][CH:9]=2)[CH2:3][CH2:2]1.S([C:17]([C:19]1[CH:24]=[C:23]([CH:25]([CH3:27])[CH3:26])[C:22]([OH:28])=[CH:21][C:20]=1[OH:29])=S)([C:17]([C:19]1[CH:24]=[C:23]([CH:25]([CH3:27])[CH3:26])[C:22]([OH:28])=[CH:21][C:20]=1[OH:29])=S)=O.[NH:43]([C:45]([NH2:47])=O)[NH2:44].N1C=CC=CC=1, predict the reaction product. The product is: [NH2:47][C:45]1[N:12]([C:11]2[CH:13]=[CH:14][C:8]([CH2:7][N:4]3[CH2:3][CH2:2][O:1][CH2:6][CH2:5]3)=[CH:9][CH:10]=2)[C:17]([C:19]2[CH:24]=[C:23]([CH:25]([CH3:27])[CH3:26])[C:22]([OH:28])=[CH:21][C:20]=2[OH:29])=[N:44][N:43]=1. (7) Given the reactants [CH:1]1([NH:4][C:5]2[N:10]3[N:11]=[CH:12][C:13](/[CH:14]=[C:15]4/[C:16](=[O:21])[NH:17][C:18](=[O:20])[NH:19]/4)=[C:9]3[N:8]=[C:7](S(C)(=O)=O)[N:6]=2)[CH2:3][CH2:2]1.N1CC(=O)NC1=O.[Cl:33][C:34]1[CH:35]=[C:36]([OH:40])[CH:37]=[CH:38][CH:39]=1.C([O-])([O-])=O.[K+].[K+], predict the reaction product. The product is: [Cl:33][C:34]1[CH:35]=[C:36]([CH:37]=[CH:38][CH:39]=1)[O:40][C:7]1[N:6]=[C:5]([NH:4][CH:1]2[CH2:3][CH2:2]2)[N:10]2[N:11]=[CH:12][C:13](/[CH:14]=[C:15]3/[C:16](=[O:21])[NH:17][C:18](=[O:20])[NH:19]/3)=[C:9]2[N:8]=1. (8) The product is: [CH3:26][O:25][C:23](=[O:24])[CH2:22][O:21][C:20]1[CH:27]=[C:28]([O:32][CH2:4][CH:2]2[CH2:3][O:1]2)[C:29]([Cl:31])=[CH:30][C:19]=1[Cl:18]. Given the reactants [O:1]1[CH2:3][C@H:2]1[CH2:4]OS(C1C=CC=C([N+]([O-])=O)C=1)(=O)=O.[Cl:18][C:19]1[CH:30]=[C:29]([Cl:31])[C:28]([OH:32])=[CH:27][C:20]=1[O:21][CH2:22][C:23]([O:25][CH3:26])=[O:24].C([O-])([O-])=O.[Cs+].[Cs+].O, predict the reaction product.